Dataset: Forward reaction prediction with 1.9M reactions from USPTO patents (1976-2016). Task: Predict the product of the given reaction. Given the reactants [Cl-].[NH4+].[N-:3]=[N+:4]=[N-:5].[Na+].[CH3:7][C:8]1[N:9]=[C:10]([C:30]2[CH:35]=[CH:34][CH:33]=[CH:32][C:31]=2[O:36][CH2:37][C:38]2[CH:43]=[CH:42][CH:41]=[CH:40][CH:39]=2)[N:11]([CH2:22][CH2:23][C:24]2[CH:29]=[CH:28][CH:27]=[CH:26][CH:25]=2)[C:12](=[O:21])[C:13]=1[C:14]1[S:18][C:17]([C:19]#[N:20])=[CH:16][CH:15]=1, predict the reaction product. The product is: [CH3:7][C:8]1[N:9]=[C:10]([C:30]2[CH:35]=[CH:34][CH:33]=[CH:32][C:31]=2[O:36][CH2:37][C:38]2[CH:43]=[CH:42][CH:41]=[CH:40][CH:39]=2)[N:11]([CH2:22][CH2:23][C:24]2[CH:25]=[CH:26][CH:27]=[CH:28][CH:29]=2)[C:12](=[O:21])[C:13]=1[C:14]1[S:18][C:17]([C:19]2[NH:20][N:5]=[N:4][N:3]=2)=[CH:16][CH:15]=1.